The task is: Predict the reaction yield, written as a fraction of the theoretical maximum amount of product (1.0 means a 100% yield; for example, 0.34 means a 34% yield).. This data is from Reaction yield outcomes from USPTO patents with 853,638 reactions. (1) The reactants are [NH:1]([C:17]([O:19][CH2:20][C:21]1[CH:26]=[CH:25][CH:24]=[CH:23][CH:22]=1)=[O:18])[C@H:2]([C:14]([OH:16])=O)[CH2:3][CH2:4][CH2:5][NH:6][C:7]([O:9][C:10]([CH3:13])([CH3:12])[CH3:11])=[O:8].CCN(C(C)C)C(C)C.CN(C(ON1N=NC2C=CC=CC1=2)=[N+](C)C)C.F[P-](F)(F)(F)(F)F.Cl.[NH:61]1[CH2:69][CH2:68][CH2:67][C@H:62]1[C:63]([O:65][CH3:66])=[O:64]. The catalyst is C(#N)C.CN(C=O)C.O=[N+]([O-])[O-].[O-][N+](=O)[O-].[O-][N+](=O)[O-].[O-][N+](=O)[O-].[O-][N+](=O)[O-].[O-][N+](=O)[O-].[Ce+4].[NH4+].[NH4+]. The product is [NH:1]([C:17]([O:19][CH2:20][C:21]1[CH:26]=[CH:25][CH:24]=[CH:23][CH:22]=1)=[O:18])[C@H:2]([C:14]([N:61]1[CH2:69][CH2:68][CH2:67][C@H:62]1[C:63]([O:65][CH3:66])=[O:64])=[O:16])[CH2:3][CH2:4][CH2:5][NH:6][C:7]([O:9][C:10]([CH3:11])([CH3:12])[CH3:13])=[O:8]. The yield is 1.00. (2) The yield is 0.710. The catalyst is C(O)(C)C.CO. The product is [F:20][C:9]1[C:10]2[O:14][N:13]=[C:12]([CH3:15])[C:11]=2[CH:16]=[C:17]2[C:8]=1[N:6]1[CH2:5][C@@H:4]([CH3:21])[O:3][C@@H:2]([CH3:1])[C@@H:7]1[C:26]1([C:25](=[O:29])[NH:24][C:23](=[O:30])[NH:22][C:27]1=[O:28])[CH2:18]2. The reactants are [CH3:1][C@@H:2]1[CH2:7][N:6]([C:8]2[C:17]([CH:18]=O)=[CH:16][C:11]3[C:12]([CH3:15])=[N:13][O:14][C:10]=3[C:9]=2[F:20])[CH2:5][C@H:4]([CH3:21])[O:3]1.[NH:22]1[C:27](=[O:28])[CH2:26][C:25](=[O:29])[NH:24][C:23]1=[O:30]. (3) The reactants are CC(OC(/N=N/C(OC(C)C)=O)=O)C.[OH:15][C@H:16]1[CH2:21][CH2:20][CH2:19][C@H:18]([NH:22][C:23](=[O:29])[O:24][C:25]([CH3:28])([CH3:27])[CH3:26])[CH2:17]1.[Br:30][C:31]1[CH:36]=[CH:35][CH:34]=[C:33](O)[N:32]=1.C1(P(C2C=CC=CC=2)C2C=CC=CC=2)C=CC=CC=1. The catalyst is O1CCCC1. The product is [Br:30][C:31]1[N:32]=[C:33]([O:15][C@@H:16]2[CH2:21][CH2:20][CH2:19][C@H:18]([NH:22][C:23](=[O:29])[O:24][C:25]([CH3:26])([CH3:28])[CH3:27])[CH2:17]2)[CH:34]=[CH:35][CH:36]=1. The yield is 0.300. (4) The product is [Cl:24][C:25]1[C:26]([O:1][C:2]2[CH:3]=[CH:4][C:5]3[N:9]=[C:8]([CH2:10][O:11][C:12]4[CH:13]=[C:14]([CH:19]=[CH:20][CH:21]=4)[C:15]([O:17][CH3:18])=[O:16])[N:7]([CH3:22])[C:6]=3[CH:23]=2)=[N:27][CH:28]=[C:29]([Cl:31])[CH:30]=1. The catalyst is [Cu](I)I.CN(C=O)C. The yield is 0.530. The reactants are [OH:1][C:2]1[CH:3]=[CH:4][C:5]2[N:9]=[C:8]([CH2:10][O:11][C:12]3[CH:13]=[C:14]([CH:19]=[CH:20][CH:21]=3)[C:15]([O:17][CH3:18])=[O:16])[N:7]([CH3:22])[C:6]=2[CH:23]=1.[Cl:24][C:25]1[C:26](F)=[N:27][CH:28]=[C:29]([Cl:31])[CH:30]=1.N1C2C(=CC=C3C=2N=CC=C3)C=CC=1.C(=O)([O-])[O-].[Cs+].[Cs+]. (5) The reactants are [CH2:1]([N:3]([CH2:8][CH3:9])[CH2:4][CH2:5][CH2:6][NH2:7])[CH3:2].Cl[C:11](OC)=O.C(=O)([O-])O.[Na+].[H-].[Al+3].[Li+].[H-].[H-].[H-].[OH-].[Na+]. The catalyst is O1CCCC1.O.C(N(CC)CC)C. The product is [CH2:1]([N:3]([CH2:8][CH3:9])[CH2:4][CH2:5][CH2:6][NH:7][CH3:11])[CH3:2]. The yield is 0.723.